From a dataset of Full USPTO retrosynthesis dataset with 1.9M reactions from patents (1976-2016). Predict the reactants needed to synthesize the given product. (1) Given the product [CH2:1]([O:8][C:9]1[N:14]2[C:15]([I:24])=[CH:16][N:17]=[C:13]2[CH:12]=[C:11]([C:18]2[CH:23]=[CH:22][CH:21]=[CH:20][CH:19]=2)[CH:10]=1)[C:2]1[CH:3]=[CH:4][CH:5]=[CH:6][CH:7]=1, predict the reactants needed to synthesize it. The reactants are: [CH2:1]([O:8][C:9]1[N:14]2[CH:15]=[CH:16][N:17]=[C:13]2[CH:12]=[C:11]([C:18]2[CH:23]=[CH:22][CH:21]=[CH:20][CH:19]=2)[CH:10]=1)[C:2]1[CH:7]=[CH:6][CH:5]=[CH:4][CH:3]=1.[I:24]N1C(=O)CCC1=O. (2) Given the product [OH:3][NH:2][C:20]([C:14]1[CH:13]=[C:12]2[C:17]([C:18](=[O:19])[N:9]([CH3:8])[C:10](=[O:24])[NH:11]2)=[CH:16][CH:15]=1)=[O:21], predict the reactants needed to synthesize it. The reactants are: Cl.[NH2:2][OH:3].[OH-].[K+].NO.[CH3:8][N:9]1[C:18](=[O:19])[C:17]2[C:12](=[CH:13][C:14]([C:20](OC)=[O:21])=[CH:15][CH:16]=2)[NH:11][C:10]1=[O:24].C(O)(=O)C. (3) Given the product [OH:2][CH2:3][CH2:4][CH2:5][C:6]1[C:14]2[C:9](=[CH:10][CH:11]=[CH:12][CH:13]=2)[N:8]([C:15]([O:17][C:18]([CH3:21])([CH3:20])[CH3:19])=[O:16])[CH:7]=1, predict the reactants needed to synthesize it. The reactants are: C[O:2][C:3](=O)[CH2:4][CH2:5][C:6]1[C:14]2[C:9](=[CH:10][CH:11]=[CH:12][CH:13]=2)[N:8]([C:15]([O:17][C:18]([CH3:21])([CH3:20])[CH3:19])=[O:16])[CH:7]=1.[H-].[Al+3].[Li+].[H-].[H-].[H-]. (4) Given the product [Br:16][C:17]1[CH:22]=[C:21]([CH:20]=[CH:19][C:18]=1[O:25][CH3:26])[CH2:23][N:1]1[C:5]2[CH:6]=[CH:7][CH:8]=[CH:9][C:4]=2[N:3]=[CH:2]1, predict the reactants needed to synthesize it. The reactants are: [NH:1]1[C:5]2[CH:6]=[CH:7][CH:8]=[CH:9][C:4]=2[N:3]=[CH:2]1.C(=O)([O-])[O-].[K+].[K+].[Br:16][C:17]1[CH:22]=[C:21]([CH2:23]Br)[CH:20]=[CH:19][C:18]=1[O:25][CH3:26]. (5) Given the product [Cl:1][C:2]1[CH:7]=[CH:6][C:5](/[CH:8]=[CH:9]/[C:10]([N:29]2[CH2:28][CH2:27][CH:26]([C:24]3[N:25]=[C:21]([CH3:20])[O:22][CH:23]=3)[CH2:31][CH2:30]2)=[O:12])=[C:4]([CH2:13][N:14]2[N:18]=[N:17][C:16]([CH3:19])=[N:15]2)[CH:3]=1, predict the reactants needed to synthesize it. The reactants are: [Cl:1][C:2]1[CH:7]=[CH:6][C:5](/[CH:8]=[CH:9]/[C:10]([OH:12])=O)=[C:4]([CH2:13][N:14]2[N:18]=[N:17][C:16]([CH3:19])=[N:15]2)[CH:3]=1.[CH3:20][C:21]1[O:22][CH:23]=[C:24]([CH:26]2[CH2:31][CH2:30][NH:29][CH2:28][CH2:27]2)[N:25]=1.CCN(C(C)C)C(C)C.C(P1(=O)OP(CCC)(=O)OP(CCC)(=O)O1)CC. (6) Given the product [O:14]=[CH:13][C@@H:9]([C@H:8]([C@@H:7]([C@@H:6]([CH2:11][OH:12])[OH:22])[OH:16])[OH:15])[OH:10], predict the reactants needed to synthesize it. The reactants are: CN(N=O)C(N[C@H:6]1[CH:11]([OH:12])[O:10][C@H:9]([CH2:13][OH:14])[C@@H:8]([OH:15])[C@@H:7]1[OH:16])=O.C(O)(=O)CC(CC(O)=O)(C(O)=O)[OH:22].